From a dataset of Reaction yield outcomes from USPTO patents with 853,638 reactions. Predict the reaction yield, written as a fraction of the theoretical maximum amount of product (1.0 means a 100% yield; for example, 0.34 means a 34% yield). (1) The reactants are [Cl:1][C:2]1[CH:11]=[C:6]([C:7]([NH:9][NH2:10])=[O:8])[C:5]([OH:12])=[CH:4][CH:3]=1.[F:13][C:14]([F:28])([F:27])[C:15]1[CH:16]=[C:17]([CH:20]=[C:21]([C:23]([F:26])([F:25])[F:24])[CH:22]=1)[CH:18]=O. The catalyst is O. The product is [F:13][C:14]([F:27])([F:28])[C:15]1[CH:16]=[C:17]([CH:20]=[C:21]([C:23]([F:26])([F:24])[F:25])[CH:22]=1)[CH:18]=[N:10][NH:9][C:7](=[O:8])[C:6]1[C:5](=[CH:4][CH:3]=[C:2]([Cl:1])[CH:11]=1)[OH:12]. The yield is 0.768. (2) The reactants are [F:1][C:2]1[CH:19]=[CH:18][CH:17]=[CH:16][C:3]=1[O:4][C:5]1[N:10]=[CH:9][C:8]([CH2:11][C:12](Cl)=[N:13][OH:14])=[CH:7][CH:6]=1.O1CCCC1.[C:25]([C:27]1[CH:28]=[CH:29][C:30]([NH2:33])=[N:31][CH:32]=1)#[CH:26].C(N(CC)CC)C. The catalyst is O. The product is [F:1][C:2]1[CH:19]=[CH:18][CH:17]=[CH:16][C:3]=1[O:4][C:5]1[N:10]=[CH:9][C:8]([CH2:11][C:12]2[CH:26]=[C:25]([C:27]3[CH:28]=[CH:29][C:30]([NH2:33])=[N:31][CH:32]=3)[O:14][N:13]=2)=[CH:7][CH:6]=1. The yield is 0.170. (3) The reactants are O=C[C@@H]([C@H]([C@@H]([C@@H](CO)O)O)O)O.C1C=[N+]([C@@H]2O[C@H](COP(OP(OC[C@H]3O[C@@H](N4C5N=CN=C(N)C=5N=C4)[C@H](OP(O)(O)=O)[C@@H]3O)(O)=O)(O)=O)[C@@H](O)[C@H]2O)C=C(C(N)=O)C=1.[OH-].[Na+].[Cl:63][CH2:64][C:65](=[O:72])[CH2:66][C:67]([O:69][CH2:70][CH3:71])=[O:68]. No catalyst specified. The yield is 0.980. The product is [Cl:63][CH2:64][CH:65]([OH:72])[CH2:66][C:67]([O:69][CH2:70][CH3:71])=[O:68]. (4) The reactants are [Br:1][C:2]1[CH:7]=[C:6]([Cl:8])[CH:5]=[C:4]([F:9])[C:3]=1[C:10]1[N:11]=[N:12][NH:13][N:14]=1.[C:15]([O-])([O-])=O.[K+].[K+].IC. The catalyst is CN(C=O)C. The product is [Br:1][C:2]1[CH:7]=[C:6]([Cl:8])[CH:5]=[C:4]([F:9])[C:3]=1[C:10]1[N:14]([CH3:15])[N:13]=[N:12][N:11]=1. The yield is 0.350. (5) The reactants are Br[C:2]1[C:7]([Cl:8])=[CH:6][C:5]([NH:9][C:10]2[N:14]=[C:13]([NH2:15])[NH:12][N:11]=2)=[CH:4][C:3]=1[Cl:16].[F:17][C:18]1([F:42])[CH2:23][CH2:22][CH:21]([C:24]([NH:26][C:27]2[CH:32]=[CH:31][C:30](B3OC(C)(C)C(C)(C)O3)=[CH:29][CH:28]=2)=[O:25])[CH2:20][CH2:19]1.C([O-])([O-])=O.[Cs+].[Cs+]. The catalyst is CCCCO.O.C1C=CC(P([C]2[CH][CH][CH][CH]2)C2C=CC=CC=2)=CC=1.C1C=CC(P([C]2[CH][CH][CH][CH]2)C2C=CC=CC=2)=CC=1.Cl[Pd]Cl.[Fe]. The product is [NH2:15][C:13]1[NH:12][N:11]=[C:10]([NH:9][C:5]2[CH:6]=[C:7]([Cl:8])[C:2]([C:30]3[CH:29]=[CH:28][C:27]([NH:26][C:24]([CH:21]4[CH2:22][CH2:23][C:18]([F:17])([F:42])[CH2:19][CH2:20]4)=[O:25])=[CH:32][CH:31]=3)=[C:3]([Cl:16])[CH:4]=2)[N:14]=1. The yield is 0.110. (6) The reactants are C(NC(C)C)(C)C.O1CCCC1.C([Li])CCC.[NH2:18][C:19]1[C:20]([Cl:28])=[C:21]([CH:25]=[CH:26][CH:27]=1)[C:22]([OH:24])=[O:23].[N:29]([CH2:32][CH2:33][CH2:34][CH3:35])=[C:30]=[O:31]. The catalyst is CCCCCC. The product is [CH2:32]([NH:29][C:30](=[O:31])[NH:18][C:19]1[C:20]([Cl:28])=[C:21]([CH:25]=[CH:26][CH:27]=1)[C:22]([OH:24])=[O:23])[CH2:33][CH2:34][CH3:35]. The yield is 0.0900. (7) The reactants are [Cl:1][C:2]1[CH:3]=[C:4]([C@@H:8]2[NH:21][C:12]3[NH:13][C:14](=[O:20])[N:15]([CH2:18][CH3:19])[C:16](=[O:17])[C:11]=3[C:10](=O)[CH2:9]2)[CH:5]=[CH:6][CH:7]=1.[Li+].[BH4-]. The catalyst is C1COCC1. The product is [Cl:1][C:2]1[CH:3]=[C:4]([C@@H:8]2[NH:21][C:12]3[NH:13][C:14](=[O:20])[N:15]([CH2:18][CH3:19])[C:16](=[O:17])[C:11]=3[CH2:10][CH2:9]2)[CH:5]=[CH:6][CH:7]=1. The yield is 0.230.